Dataset: Full USPTO retrosynthesis dataset with 1.9M reactions from patents (1976-2016). Task: Predict the reactants needed to synthesize the given product. (1) Given the product [CH:10]1([S:9][C:4]2[C:3]([CH2:2][O:28][C:24]3[C:23]([F:29])=[CH:22][C:21]([CH2:20][CH2:19][C:18]([OH:30])=[O:17])=[CH:26][C:25]=3[F:27])=[CH:8][CH:7]=[CH:6][N:5]=2)[CH2:14][CH2:13][CH2:12][CH2:11]1, predict the reactants needed to synthesize it. The reactants are: Cl[CH2:2][C:3]1[C:4]([S:9][CH:10]2[CH2:14][CH2:13][CH2:12][CH2:11]2)=[N:5][CH:6]=[CH:7][CH:8]=1.C([O:17][C:18](=[O:30])[CH2:19][CH2:20][C:21]1[CH:26]=[C:25]([F:27])[C:24]([OH:28])=[C:23]([F:29])[CH:22]=1)C. (2) Given the product [F:1][C:2]([F:36])([F:35])[C:3]1[CH:4]=[C:5]([C:13]([CH3:34])([CH3:33])[C:14]([N:16]([C:18]2[CH:19]=[N:20][C:21]([N:44]3[CH2:45][CH2:46][N:41]4[CH:42]([CH2:37][O:38][CH2:39][CH2:40]4)[CH2:43]3)=[CH:22][C:23]=2[C:24]2[CH:29]=[CH:28][C:27]([F:30])=[CH:26][C:25]=2[CH3:31])[CH3:17])=[O:15])[CH:6]=[C:7]([C:9]([F:12])([F:11])[F:10])[CH:8]=1, predict the reactants needed to synthesize it. The reactants are: [F:1][C:2]([F:36])([F:35])[C:3]1[CH:4]=[C:5]([C:13]([CH3:34])([CH3:33])[C:14]([N:16]([C:18]2[CH:19]=[N:20][C:21](Cl)=[CH:22][C:23]=2[C:24]2[CH:29]=[CH:28][C:27]([F:30])=[CH:26][C:25]=2[CH3:31])[CH3:17])=[O:15])[CH:6]=[C:7]([C:9]([F:12])([F:11])[F:10])[CH:8]=1.[CH2:37]1[CH:42]2[CH2:43][NH:44][CH2:45][CH2:46][N:41]2[CH2:40][CH2:39][O:38]1.C(=O)([O-])[O-].[K+].[K+]. (3) Given the product [Cl:17][CH2:15][C:12]1[CH:11]=[CH:10][C:9]([C:4]2[CH:5]=[CH:6][CH:7]=[CH:8][C:3]=2[C:1]#[N:2])=[CH:14][CH:13]=1, predict the reactants needed to synthesize it. The reactants are: [C:1]([C:3]1[CH:8]=[CH:7][CH:6]=[CH:5][C:4]=1[C:9]1[CH:14]=[CH:13][C:12]([CH3:15])=[CH:11][CH:10]=1)#[N:2].C(Cl)[Cl:17]. (4) Given the product [CH2:1]([C:3]1[C:13]([CH2:14][C:15]2[CH:16]=[CH:17][C:18](/[CH:21]=[CH:22]/[CH:23]=[O:24])=[CH:19][CH:20]=2)=[C:6]2[N:7]=[C:8]([CH3:12])[CH:9]=[C:10]([CH3:11])[N:5]2[N:4]=1)[CH3:2], predict the reactants needed to synthesize it. The reactants are: [CH2:1]([C:3]1[C:13]([CH2:14][C:15]2[CH:20]=[CH:19][C:18](/[CH:21]=[CH:22]/[CH2:23][OH:24])=[CH:17][CH:16]=2)=[C:6]2[N:7]=[C:8]([CH3:12])[CH:9]=[C:10]([CH3:11])[N:5]2[N:4]=1)[CH3:2].